Dataset: Reaction yield outcomes from USPTO patents with 853,638 reactions. Task: Predict the reaction yield, written as a fraction of the theoretical maximum amount of product (1.0 means a 100% yield; for example, 0.34 means a 34% yield). (1) The reactants are [C:1]1(=O)[C:9]2[C:4](=[CH:5][CH:6]=[CH:7][CH:8]=2)[CH2:3][CH2:2]1.[Li+].C[CH:13]([N-:15]C(C)C)C.C(P(=O)(OCC)OCC)#N. The product is [CH2:3]1[C:4]2[C:9](=[CH:8][CH:7]=[CH:6][CH:5]=2)[C:1]([C:13]#[N:15])=[CH:2]1. The yield is 0.830. The catalyst is C1COCC1. (2) The catalyst is CO. The reactants are [CH:1]([O:4][C:5]1[N:10]=[C:9]([C:11]2[CH:12]=[C:13]3[C:17](=[CH:18][CH:19]=2)[NH:16][CH:15]=[C:14]3[C:20]2[O:24][C:23]([N:25]3[CH2:30][CH2:29][CH:28]([NH:31]C(=O)OC(C)(C)C)[CH2:27][CH2:26]3)=[N:22][N:21]=2)[CH:8]=[N:7][CH:6]=1)([CH3:3])[CH3:2].Cl. The product is [CH:1]([O:4][C:5]1[N:10]=[C:9]([C:11]2[CH:12]=[C:13]3[C:17](=[CH:18][CH:19]=2)[NH:16][CH:15]=[C:14]3[C:20]2[O:24][C:23]([N:25]3[CH2:26][CH2:27][CH:28]([NH2:31])[CH2:29][CH2:30]3)=[N:22][N:21]=2)[CH:8]=[N:7][CH:6]=1)([CH3:3])[CH3:2]. The yield is 0.312. (3) The catalyst is CN(C=O)C.C(OCC)(=O)C. The yield is 0.950. The reactants are [CH3:1][O:2][C:3]1[CH:12]=[CH:11][C:6]([C:7]([O:9][CH3:10])=[O:8])=[C:5]([N+:13]([O-])=O)[CH:4]=1.O.O.[Sn](Cl)Cl. The product is [NH2:13][C:5]1[CH:4]=[C:3]([O:2][CH3:1])[CH:12]=[CH:11][C:6]=1[C:7]([O:9][CH3:10])=[O:8]. (4) The reactants are [Br-].[CH3:2][C:3]1[C:28]([CH3:29])=[CH:27][CH:26]=[CH:25][C:4]=1[CH2:5][P+](C1C=CC=CC=1)(C1C=CC=CC=1)C1C=CC=CC=1.CC(C)([O-])C.[K+].[O:36]=[C:37]1[C:45]2[C:40](=[CH:41][CH:42]=[CH:43][CH:44]=2)[C:39](=[O:46])[N:38]1[CH2:47][CH2:48][CH2:49][C:50]1[CH:51]=[C:52]([CH:55]=[CH:56][CH:57]=1)[CH:53]=O. The catalyst is C(Cl)Cl.C1COCC1. The product is [CH3:2][C:3]1[C:28]([CH3:29])=[CH:27][CH:26]=[CH:25][C:4]=1/[CH:5]=[CH:53]\[C:52]1[CH:51]=[C:50]([CH2:49][CH2:48][CH2:47][N:38]2[C:39](=[O:46])[C:40]3[C:45](=[CH:44][CH:43]=[CH:42][CH:41]=3)[C:37]2=[O:36])[CH:57]=[CH:56][CH:55]=1. The yield is 0.100. (5) The reactants are [C:1](=[O:16])([O:4][C:5]1[CH:10]=[CH:9][C:8]([Br:11])=[CH:7][C:6]=1[C:12]([CH3:15])([CH3:14])[CH3:13])[O:2][CH3:3].[N+:17]([O-])([O-:19])=[O:18].[K+]. The catalyst is OS(O)(=O)=O. The product is [C:1](=[O:16])([O:4][C:5]1[CH:10]=[C:9]([N+:17]([O-:19])=[O:18])[C:8]([Br:11])=[CH:7][C:6]=1[C:12]([CH3:13])([CH3:15])[CH3:14])[O:2][CH3:3]. The yield is 0.600.